Dataset: Forward reaction prediction with 1.9M reactions from USPTO patents (1976-2016). Task: Predict the product of the given reaction. (1) Given the reactants [N+:1]([C:4]1[O:8][C:7]([C:9](Cl)=[O:10])=[CH:6][CH:5]=1)([O-:3])=[O:2].[CH2:12]([C:19]1([OH:25])[CH2:24][CH2:23][NH:22][CH2:21][CH2:20]1)[C:13]1[CH:18]=[CH:17][CH:16]=[CH:15][CH:14]=1, predict the reaction product. The product is: [CH2:12]([C:19]1([OH:25])[CH2:24][CH2:23][N:22]([C:9]([C:7]2[O:8][C:4]([N+:1]([O-:3])=[O:2])=[CH:5][CH:6]=2)=[O:10])[CH2:21][CH2:20]1)[C:13]1[CH:14]=[CH:15][CH:16]=[CH:17][CH:18]=1. (2) The product is: [Si:13]([O:20][CH2:21][C@H:22]([O:24][CH2:25][C@H:26]([O:31][C:32]1[N:37]=[CH:36][N:35]=[C:34]2[N:38]([C:41]3[C:46]([Cl:47])=[CH:45][CH:44]=[CH:43][N:42]=3)[N:39]=[CH:40][C:33]=12)[C:27]([NH:12][C:9]1[CH:8]=[CH:7][C:6]([F:5])=[CH:11][N:10]=1)=[O:28])[CH3:23])([C:16]([CH3:19])([CH3:18])[CH3:17])([CH3:15])[CH3:14]. Given the reactants C[Al](C)C.[F:5][C:6]1[CH:7]=[CH:8][C:9]([NH2:12])=[N:10][CH:11]=1.[Si:13]([O:20][CH2:21][C@H:22]([O:24][CH2:25][C@H:26]([O:31][C:32]1[N:37]=[CH:36][N:35]=[C:34]2[N:38]([C:41]3[C:46]([Cl:47])=[CH:45][CH:44]=[CH:43][N:42]=3)[N:39]=[CH:40][C:33]=12)[C:27](OC)=[O:28])[CH3:23])([C:16]([CH3:19])([CH3:18])[CH3:17])([CH3:15])[CH3:14].C(C(C(C([O-])=O)O)O)([O-])=O.[K+].[Na+], predict the reaction product. (3) Given the reactants [NH:1]1[C:7]2[CH:8]=[CH:9][CH:10]=[CH:11][C:6]=2[C:5](=O)[CH2:4][CH2:3][C:2]1=[O:13].Cl.[Br:15][C:16]1[CH:21]=[CH:20][C:19]([NH:22]N)=[CH:18][CH:17]=1.C([O-])(=O)C.[Na+].S(=O)(=O)(O)O, predict the reaction product. The product is: [Br:15][C:16]1[CH:17]=[C:18]2[C:4]3[CH2:3][C:2](=[O:13])[NH:1][C:7]4[CH:8]=[CH:9][CH:10]=[CH:11][C:6]=4[C:5]=3[NH:22][C:19]2=[CH:20][CH:21]=1. (4) Given the reactants [NH2:1][C:2]1[CH:3]=[C:4]([C:17]2[N:22]=[CH:21][C:20]([CH:23]=[C:24]3[S:28][C:27](=[O:29])[NH:26][C:25]3=[O:30])=[CH:19][CH:18]=2)[CH:5]=[C:6]([O:9][CH2:10][C:11]2[CH:16]=[CH:15][CH:14]=[CH:13][CH:12]=2)[C:7]=1[OH:8].[C:31](OCC)(OCC)(OCC)[CH3:32], predict the reaction product. The product is: [CH2:10]([O:9][C:6]1[C:7]2[O:8][C:31]([CH3:32])=[N:1][C:2]=2[CH:3]=[C:4]([C:17]2[N:22]=[CH:21][C:20]([CH:23]=[C:24]3[S:28][C:27](=[O:29])[NH:26][C:25]3=[O:30])=[CH:19][CH:18]=2)[CH:5]=1)[C:11]1[CH:12]=[CH:13][CH:14]=[CH:15][CH:16]=1. (5) Given the reactants C(OC([N:8]1[CH2:13][CH2:12][N:11]([C:14]2[S:15][C:16]([S:19]([C:22]3[CH:27]=[CH:26][CH:25]=[CH:24][CH:23]=3)(=[O:21])=[O:20])=[CH:17][N:18]=2)[CH2:10][CH2:9]1)=O)(C)(C)C.[ClH:28], predict the reaction product. The product is: [ClH:28].[C:22]1([S:19]([C:16]2[S:15][C:14]([N:11]3[CH2:12][CH2:13][NH:8][CH2:9][CH2:10]3)=[N:18][CH:17]=2)(=[O:21])=[O:20])[CH:27]=[CH:26][CH:25]=[CH:24][CH:23]=1. (6) Given the reactants [C:1]1([C:20]2[CH:25]=[CH:24][CH:23]=[CH:22][CH:21]=2)[CH:6]=[CH:5][C:4]([CH2:7][C:8]([NH:10][C@@H:11]([C:13]2[CH:18]=[CH:17][C:16]([OH:19])=[CH:15][N:14]=2)[CH3:12])=[O:9])=[CH:3][CH:2]=1.F[C:27]1[CH:32]=[CH:31][CH:30]=[CH:29][N:28]=1.C(=O)([O-])[O-].[Cs+].[Cs+], predict the reaction product. The product is: [C:1]1([C:20]2[CH:25]=[CH:24][CH:23]=[CH:22][CH:21]=2)[CH:2]=[CH:3][C:4]([CH2:7][C:8]([NH:10][C@@H:11]([C:13]2[CH:18]=[CH:17][C:16]([O:19][C:27]3[CH:32]=[CH:31][CH:30]=[CH:29][N:28]=3)=[CH:15][N:14]=2)[CH3:12])=[O:9])=[CH:5][CH:6]=1. (7) The product is: [F:14][C:11]1[CH:10]=[CH:9][C:8]([C:5]2[CH:6]=[CH:7][C:2]3[N:1]=[C:19]([OH:21])[N:17]=[C:15]([OH:16])[C:3]=3[N:4]=2)=[CH:13][CH:12]=1. Given the reactants [NH2:1][C:2]1[C:3]([C:15]([NH2:17])=[O:16])=[N:4][C:5]([C:8]2[CH:13]=[CH:12][C:11]([F:14])=[CH:10][CH:9]=2)=[CH:6][CH:7]=1.Cl[C:19](Cl)([O:21]C(=O)OC(Cl)(Cl)Cl)Cl, predict the reaction product.